This data is from B-cell epitopes from IEDB database with 3,159 antigens for binding position prediction. The task is: Token-level Classification. Given an antigen amino acid sequence, predict which amino acid positions are active epitope sites capable of antibody binding. Output is a list of indices for active positions. (1) Given the antigen sequence: MDNYQELAIQFAAQAVDRNEIEQWVREFAYQGFDARRVIELLKQYGGADWEKDAKKMIVLALTRGNKPRRMMMKMSKEGKVTVEALINKYKLKEGNPSRDELTLSRVAAALAGWTCQALVVLSEWLPVTGTTMDGLSPAYPRHMMHPSFAGMVDPSLPEDYLRAILDAHSLYLLQFSRVINPNLRGRTKEEVAATFTQPMNAAVNSNFISHEKRREFLKAFGLVDSNGKPSAAVMAAAQAYKTAA, which amino acid positions are active epitope sites? The epitope positions are: [194, 195, 196, 197, 198, 199, 200]. The amino acids at these positions are: TFTQPMN. (2) Given the antigen sequence: MAADGYLPDWLEDNLSEGIREWWALKPGAPKPKANQQKQDDGRGLVLPGYKYLGPFNGLDKGEPVNAADAAALEHDKAYDQQLQAGDNPYLRYNHADAEFQERLQEDTSFGGNLGRAVFQAKKRVLEPLGLVEEGAKTAPGKKRPVEPSPQRSPDSSTGIGKKGQQPARKRLNFGQTGDSESVPDPQPLGEPPAAPSGVGPNTMAAGGGAPMADNNEGADGVGSSSGNWHCDSTWLGDRVITTSTRTWALPTYNNHLYKQISNGTSGGATNDNTYFGYSTPWGYFDFNRFHCHFSPRDWQRLINNNWGFRPKRLSFKLFNIQVKEVTQNEGTKTIANNLTSTIQVFTDSEYQLPYVLGSAHQGCLPPFPADVFMIPQYGYLTLNNGSQAVGRSSFYCLEYFPSQMLRTGNNFQFTYTFEDVPFHSSYAHSQSLDRLMNPLIDQYLYYLSRTQTTGGTANTQTLGFSQGGPNTMANQAKNWLPGPCYRQQRVSTTTGQNNN..., which amino acid positions are active epitope sites? The epitope positions are: [585, 586, 587, 588, 589, 590]. The amino acids at these positions are: LQQQNT. (3) The epitope positions are: [42, 43, 44, 45, 46, 47, 48, 49, 50, 51, 52, 53, 54, 55, 56]. The amino acids at these positions are: SAWDFTNYGCYCGAG. Given the antigen sequence: MNPAHLLVLAAVCVSLLGASSVPPRPLNLINFQRMIQCTTRRSAWDFTNYGCYCGAGGSGTPVDELDRCCKVHDDCYGAAEKYHRCSPKLTLYTSTCSSQTGSVTCKDNGTKCKAFVCNCDRTAALCFGRAPYNKNNENINPNRCR, which amino acid positions are active epitope sites?